Dataset: Forward reaction prediction with 1.9M reactions from USPTO patents (1976-2016). Task: Predict the product of the given reaction. Given the reactants [Cl:1][C:2]1[CH:3]=[C:4]([N:9]([CH2:23][C:24]2[CH:29]=[CH:28][C:27]([O:30][CH3:31])=[C:26]([O:32][CH3:33])[CH:25]=2)[C:10]2[C:19]3[C:14](=[CH:15][C:16]([O:21][CH3:22])=[C:17](N)[CH:18]=3)[N:13]=[CH:12][N:11]=2)[CH:5]=[CH:6][C:7]=1[F:8].S(=O)(=O)(O)O.N([O-])=O.[Na+].[S-:43][C:44]#[N:45].[K+], predict the reaction product. The product is: [Cl:1][C:2]1[CH:3]=[C:4]([N:9]([CH2:23][C:24]2[CH:29]=[CH:28][C:27]([O:30][CH3:31])=[C:26]([O:32][CH3:33])[CH:25]=2)[C:10]2[C:19]3[C:14](=[CH:15][C:16]([O:21][CH3:22])=[C:17]([S:43][C:44]#[N:45])[CH:18]=3)[N:13]=[CH:12][N:11]=2)[CH:5]=[CH:6][C:7]=1[F:8].